Task: Predict which catalyst facilitates the given reaction.. Dataset: Catalyst prediction with 721,799 reactions and 888 catalyst types from USPTO (1) Reactant: [C:1]([O:5][C:6]([C@@:8]1([CH2:22][CH2:23][CH2:24][O:25][Si:26]([C:29]([CH3:32])([CH3:31])[CH3:30])([CH3:28])[CH3:27])[CH2:12][C:11](=[O:13])[N:10]([C@@H:14]([C:16]2[CH:21]=[CH:20][CH:19]=[CH:18][CH:17]=2)[CH3:15])[CH2:9]1)=[O:7])([CH3:4])([CH3:3])[CH3:2].C[Si](C)(C)[N-][Si](C)(C)C.[Li+].C1C=CC(S(N(S(C2C=CC=CC=2)(=O)=O)[F:53])(=O)=O)=CC=1. Product: [C:1]([O:5][C:6]([C@@:8]1([CH2:22][CH2:23][CH2:24][O:25][Si:26]([C:29]([CH3:31])([CH3:30])[CH3:32])([CH3:28])[CH3:27])[CH:12]([F:53])[C:11](=[O:13])[N:10]([C@@H:14]([C:16]2[CH:17]=[CH:18][CH:19]=[CH:20][CH:21]=2)[CH3:15])[CH2:9]1)=[O:7])([CH3:4])([CH3:3])[CH3:2]. The catalyst class is: 7. (2) Reactant: CS[C:3]1[S:4][C:5](=[CH:9][C:10]2[CH:11]=[C:12]3[C:17](=[CH:18][CH:19]=2)[N:16]=[CH:15][C:14]([C:20]#[N:21])=[C:13]3[C:22]2[CH:27]=[CH:26][CH:25]=[CH:24][CH:23]=2)[C:6](=[O:8])[N:7]=1.[NH3:28]. Product: [NH2:28][C:3]1[S:4]/[C:5](=[CH:9]\[C:10]2[CH:11]=[C:12]3[C:17](=[CH:18][CH:19]=2)[N:16]=[CH:15][C:14]([C:20]#[N:21])=[C:13]3[C:22]2[CH:27]=[CH:26][CH:25]=[CH:24][CH:23]=2)/[C:6](=[O:8])[N:7]=1. The catalyst class is: 5. (3) Reactant: [OH:1][CH2:2][C:3]([CH3:27])([CH3:26])[CH2:4][NH:5][C:6]([C:8]1[C:16]2[C:11](=[N:12][CH:13]=[C:14]([Br:17])[N:15]=2)[N:10]([CH2:18][O:19][CH2:20][CH2:21][Si:22]([CH3:25])([CH3:24])[CH3:23])[CH:9]=1)=[O:7].C(N(CC)C(C)C)(C)C.[CH3:37][Si:38]([CH3:45])([CH3:44])[CH2:39][CH2:40][O:41][CH2:42]Cl.Cl. Product: [CH3:26][C:3]([CH3:27])([CH2:2][O:1][CH2:42][O:41][CH2:40][CH2:39][Si:38]([CH3:45])([CH3:44])[CH3:37])[CH2:4][NH:5][C:6]([C:8]1[C:16]2[C:11](=[N:12][CH:13]=[C:14]([Br:17])[N:15]=2)[N:10]([CH2:18][O:19][CH2:20][CH2:21][Si:22]([CH3:24])([CH3:23])[CH3:25])[CH:9]=1)=[O:7]. The catalyst class is: 96. (4) Reactant: [C:1]1([CH2:7][CH2:8][CH2:9][CH2:10][CH2:11][CH2:12][CH2:13][CH2:14][NH:15][C:16](=[O:38])[C:17]2[CH:22]=[C:21]([C:23]3[CH:28]=[CH:27][CH:26]=[C:25]([C:29]([F:32])([F:31])[F:30])[CH:24]=3)[C:20]([O:33][CH2:34][CH2:35][OH:36])=[C:19]([Br:37])[CH:18]=2)[CH:6]=[CH:5][CH:4]=[CH:3][CH:2]=1.C1(P(C2C=CC=CC=2)C2C=CC=CC=2)C=CC=CC=1.[OH:58][C:59]1[CH:68]=[C:67](O)[CH:66]=[CH:65][C:60]=1[C:61]([O:63][CH3:64])=[O:62].N(C(OCC)=O)=NC(OCC)=O. Product: [CH3:64][O:63][C:61](=[O:62])[C:60]1[CH:65]=[CH:66][C:67]([O:36][CH2:35][CH2:34][O:33][C:20]2[C:19]([Br:37])=[CH:18][C:17]([C:16](=[O:38])[NH:15][CH2:14][CH2:13][CH2:12][CH2:11][CH2:10][CH2:9][CH2:8][CH2:7][C:1]3[CH:2]=[CH:3][CH:4]=[CH:5][CH:6]=3)=[CH:22][C:21]=2[C:23]2[CH:28]=[CH:27][CH:26]=[C:25]([C:29]([F:32])([F:30])[F:31])[CH:24]=2)=[CH:68][C:59]=1[OH:58]. The catalyst class is: 1. (5) Reactant: [F:1][C:2]1[CH:3]=[C:4]2[C:9](=[CH:10][CH:11]=1)[C:8]([OH:12])=[N:7][CH:6]=[CH:5]2.[C:13](O)(=[O:15])C.C(O)(=O)C.IC1C=CC=CC=1.CS(O)(=O)=O. Product: [F:1][C:2]1[CH:3]=[C:4]2[C:9](=[CH:10][CH:11]=1)[C:8]([OH:12])=[N:7][CH:6]=[C:5]2[O:15][CH3:13]. The catalyst class is: 5. (6) Reactant: [CH3:1][O:2][C:3]([C:5]1[C@H:6]([C:18]2[CH:23]=[CH:22][C:21]([F:24])=[CH:20][C:19]=2[Cl:25])[N:7]=[C:8]([C:13]2[S:14][CH:15]=[CH:16][N:17]=2)[NH:9][C:10]=1[CH2:11]Br)=[O:4].[CH:26]12[NH:33][C:30]([C:34]([OH:36])=[O:35])([CH2:31][CH2:32]1)[CH2:29][O:28][CH2:27]2.CCN(C(C)C)C(C)C. Product: [Cl:25][C:19]1[CH:20]=[C:21]([F:24])[CH:22]=[CH:23][C:18]=1[C@H:6]1[C:5]([C:3]([O:2][CH3:1])=[O:4])=[C:10]([CH2:11][N:33]2[C@@:30]3([C:34]([OH:36])=[O:35])[CH2:31][CH2:32][C@@H:26]2[CH2:27][O:28][CH2:29]3)[NH:9][C:8]([C:13]2[S:14][CH:15]=[CH:16][N:17]=2)=[N:7]1. The catalyst class is: 2. (7) Reactant: [C:1]1([CH2:7][CH2:8][CH2:9][CH2:10][OH:11])[CH:6]=[CH:5][CH:4]=[CH:3][CH:2]=1.C1C=C[NH+]=CC=1.C1C=C[NH+]=CC=1.[O-][Cr](O[Cr]([O-])(=O)=O)(=O)=O. Product: [C:1]1([CH2:7][CH2:8][CH2:9][CH:10]=[O:11])[CH:6]=[CH:5][CH:4]=[CH:3][CH:2]=1. The catalyst class is: 4. (8) Reactant: [CH3:1][O:2][C:3]1[CH:4]=[C:5]2[C:9](=[CH:10][CH:11]=1)[N:8]([CH3:12])[CH:7]=[C:6]2[C:13]1[N:25](S(C2C=CC(C)=CC=2)(=O)=O)[C:16]2=[N:17][CH:18]=[C:19]3[CH:23]=[N:22][N:21]([CH3:24])[C:20]3=[C:15]2[CH:14]=1.[H-].[Na+].[Na+].[I-].[P:40]([O:52][CH2:53]Cl)([O:47][C:48]([CH3:51])([CH3:50])[CH3:49])([O:42][C:43]([CH3:46])([CH3:45])[CH3:44])=[O:41]. Product: [P:40]([O:52][CH2:53][N:25]1[C:16]2=[N:17][CH:18]=[C:19]3[CH:23]=[N:22][N:21]([CH3:24])[C:20]3=[C:15]2[CH:14]=[C:13]1[C:6]1[C:5]2[C:9](=[CH:10][CH:11]=[C:3]([O:2][CH3:1])[CH:4]=2)[N:8]([CH3:12])[CH:7]=1)([O:42][C:43]([CH3:46])([CH3:45])[CH3:44])([O:47][C:48]([CH3:49])([CH3:50])[CH3:51])=[O:41]. The catalyst class is: 3. (9) Reactant: [CH3:1][C:2]1[C:3]([OH:18])=[CH:4][N:5]2[C:10]=1[C:9]([O:11][C:12]1[CH:17]=[CH:16][CH:15]=[CH:14][CH:13]=1)=[N:8][CH:7]=[N:6]2.[N:19]1([CH2:25][CH2:26][CH2:27]O)[CH2:24][CH2:23][CH2:22][CH2:21][CH2:20]1.C1(P(C2C=CC=CC=2)C2C=CC=CC=2)C=CC=CC=1.CCOC(/N=N/C(OCC)=O)=O. Product: [CH3:1][C:2]1[C:3]([O:18][CH2:27][CH2:26][CH2:25][N:19]2[CH2:24][CH2:23][CH2:22][CH2:21][CH2:20]2)=[CH:4][N:5]2[C:10]=1[C:9]([O:11][C:12]1[CH:17]=[CH:16][CH:15]=[CH:14][CH:13]=1)=[N:8][CH:7]=[N:6]2. The catalyst class is: 7.